Dataset: Full USPTO retrosynthesis dataset with 1.9M reactions from patents (1976-2016). Task: Predict the reactants needed to synthesize the given product. (1) Given the product [Cl:13][C:8]1[CH:9]=[CH:10][CH:11]=[CH:12][C:7]=1[C:6]1[N:2]([CH3:1])[C:3]([C:14]([N:17]2[C:21](=[O:22])[C:20]3[C:19](=[CH:27][CH:26]=[CH:25][CH:24]=3)[C:18]2=[O:23])([CH3:15])[CH3:16])=[N:4][N:5]=1, predict the reactants needed to synthesize it. The reactants are: [CH3:1][N:2]1[C:6]([C:7]2[CH:12]=[CH:11][CH:10]=[CH:9][C:8]=2[Cl:13])=[N:5][N:4]=[C:3]1[C:14]([NH2:17])([CH3:16])[CH3:15].[C:18]1(=O)[O:23][C:21](=[O:22])[C:20]2=[CH:24][CH:25]=[CH:26][CH:27]=[C:19]12. (2) The reactants are: CC1C=CC(S(O[CH2:12][CH2:13][CH2:14][CH2:15][C:16]2[C:24]3[C:19](=[CH:20][CH:21]=[C:22]([C:25]#[N:26])[CH:23]=3)[NH:18][CH:17]=2)(=O)=O)=CC=1.[CH3:27][C:28]1[CH:33]=[C:32]([CH3:34])[N:31]=[C:30]([N:35]2[CH2:40][CH2:39][NH:38][CH2:37][CH2:36]2)[N:29]=1.C(=O)([O-])[O-].[K+].[K+].[I-].[K+]. Given the product [CH3:27][C:28]1[CH:33]=[C:32]([CH3:34])[N:31]=[C:30]([N:35]2[CH2:36][CH2:37][N:38]([CH2:12][CH2:13][CH2:14][CH2:15][C:16]3[C:24]4[C:19](=[CH:20][CH:21]=[C:22]([C:25]#[N:26])[CH:23]=4)[NH:18][CH:17]=3)[CH2:39][CH2:40]2)[N:29]=1, predict the reactants needed to synthesize it. (3) Given the product [CH3:2][O:3]/[N:4]=[C:36](/[C:8]1[CH:9]=[CH:10][C:11]([N:12]2[CH2:17][CH2:16][N:15]([C:18]([C:20]3[CH:25]=[C:24]([S:26]([CH3:29])(=[O:27])=[O:28])[CH:23]=[CH:22][C:21]=3[C:30]3[CH:35]=[CH:34][CH:33]=[CH:32][CH:31]=3)=[O:19])[CH2:14][CH2:13]2)=[C:6]([F:5])[CH:7]=1)\[CH3:37], predict the reactants needed to synthesize it. The reactants are: Cl.[CH3:2][O:3][NH2:4].[F:5][C:6]1[CH:7]=[C:8]([C:36](=O)[CH3:37])[CH:9]=[CH:10][C:11]=1[N:12]1[CH2:17][CH2:16][N:15]([C:18]([C:20]2[CH:25]=[C:24]([S:26]([CH3:29])(=[O:28])=[O:27])[CH:23]=[CH:22][C:21]=2[C:30]2[CH:35]=[CH:34][CH:33]=[CH:32][CH:31]=2)=[O:19])[CH2:14][CH2:13]1. (4) Given the product [C:1]([O:5][C:6](=[O:27])[NH:7][C:8]1[CH:9]=[CH:10][C:11]([CH2:14][CH2:15][C:16]2[N:17]=[C:18]([NH:23][C:24](=[O:26])[CH3:25])[S:19][C:20]=2[CH2:21][N:34]2[CH2:35][CH2:36][CH2:37][C@H:33]2[C:31]([N:30]([CH3:38])[CH3:29])=[O:32])=[CH:12][CH:13]=1)([CH3:3])([CH3:4])[CH3:2], predict the reactants needed to synthesize it. The reactants are: [C:1]([O:5][C:6](=[O:27])[NH:7][C:8]1[CH:13]=[CH:12][C:11]([CH2:14][CH2:15][C:16]2[N:17]=[C:18]([NH:23][C:24](=[O:26])[CH3:25])[S:19][C:20]=2[CH:21]=O)=[CH:10][CH:9]=1)([CH3:4])([CH3:3])[CH3:2].Cl.[CH3:29][N:30]([CH3:38])[C:31]([C@@H:33]1[CH2:37][CH2:36][CH2:35][NH:34]1)=[O:32].C(N(C(C)C)CC)(C)C.C(O[BH-](OC(=O)C)OC(=O)C)(=O)C.[Na+].[NH4+].[Cl-]. (5) Given the product [Br:8][C:9]1[CH:29]=[CH:28][C:12]2[O:13][CH2:14][C:15]([F:7])([CH2:17][OH:16])[C:18]3[S:22][C:21]([C:23]([O:25][CH2:26][CH3:27])=[O:24])=[N:20][C:19]=3[C:11]=2[CH:10]=1, predict the reactants needed to synthesize it. The reactants are: C1C=CN=CC=1.[FH:7].[Br:8][C:9]1[CH:29]=[CH:28][C:12]2[O:13][CH2:14][C:15]3([C:18]4[S:22][C:21]([C:23]([O:25][CH2:26][CH3:27])=[O:24])=[N:20][C:19]=4[C:11]=2[CH:10]=1)[CH2:17][O:16]3. (6) Given the product [C:41]([C:39]1[CH:38]=[CH:37][C:34]([CH2:35][O:31][C:26]2[CH:27]=[CH:28][CH:29]=[CH:30][C:25]=2/[CH:24]=[CH:23]/[CH:11]([CH2:10][CH2:9][C:6]2[CH:7]=[CH:8][C:3]([C:1]#[N:2])=[CH:4][CH:5]=2)[CH2:12][C:13]2[CH:14]=[CH:15][C:16]([C:17]([O:19][CH3:20])=[O:18])=[CH:21][CH:22]=2)=[C:33]([Cl:32])[CH:40]=1)([CH3:44])([CH3:42])[CH3:43], predict the reactants needed to synthesize it. The reactants are: [C:1]([C:3]1[CH:8]=[CH:7][C:6]([CH2:9][CH2:10][CH:11](/[CH:23]=[CH:24]/[C:25]2[CH:30]=[CH:29][CH:28]=[CH:27][C:26]=2[OH:31])[CH2:12][C:13]2[CH:22]=[CH:21][C:16]([C:17]([O:19][CH3:20])=[O:18])=[CH:15][CH:14]=2)=[CH:5][CH:4]=1)#[N:2].[Cl:32][C:33]1[CH:40]=[C:39]([C:41]([CH3:44])([CH3:43])[CH3:42])[CH:38]=[CH:37][C:34]=1[CH2:35]Br.C(=O)([O-])[O-].[K+].[K+]. (7) Given the product [OH:13][C:5]1[C:6]2[CH2:12][CH2:11][N:10]([C:16]([O:18][C:19]([CH3:22])([CH3:21])[CH3:20])=[O:17])[CH2:9][C:7]=2[N:8]=[C:3]([C:2]([F:1])([F:14])[F:15])[N:4]=1, predict the reactants needed to synthesize it. The reactants are: [F:1][C:2]([F:15])([F:14])[C:3]1[N:4]=[C:5]([OH:13])[C:6]2[CH2:12][CH2:11][NH:10][CH2:9][C:7]=2[N:8]=1.[C:16](O[C:16]([O:18][C:19]([CH3:22])([CH3:21])[CH3:20])=[O:17])([O:18][C:19]([CH3:22])([CH3:21])[CH3:20])=[O:17]. (8) The reactants are: [CH3:1][N:2]([CH2:17][CH2:18][CH2:19][NH:20][C:21]1[CH:26]=[CH:25][C:24]([N+:27]([O-:29])=[O:28])=[C:23]([CH3:30])[CH:22]=1)[CH2:3][CH2:4][CH2:5][NH:6][C:7]1[CH:12]=[CH:11][C:10]([N+:13]([O-:15])=[O:14])=[C:9]([CH3:16])[CH:8]=1.[C:31]1([CH3:44])[CH:36]=[CH:35][C:34]([S:37]([O:40]CC=C)(=[O:39])=[O:38])=[CH:33][CH:32]=1.[C:45]1(C)C=CC=C[CH:46]=1. Given the product [C:31]1([CH3:44])[CH:32]=[CH:33][C:34]([S:37]([O-:40])(=[O:38])=[O:39])=[CH:35][CH:36]=1.[CH2:1]([N+:2]([CH3:31])([CH2:3][CH2:4][CH2:5][NH:6][C:7]1[CH:12]=[CH:11][C:10]([N+:13]([O-:15])=[O:14])=[C:9]([CH3:16])[CH:8]=1)[CH2:17][CH2:18][CH2:19][NH:20][C:21]1[CH:26]=[CH:25][C:24]([N+:27]([O-:29])=[O:28])=[C:23]([CH3:30])[CH:22]=1)[CH:45]=[CH2:46], predict the reactants needed to synthesize it. (9) Given the product [CH2:1]([N:3]([CH3:19])[C:4]([C@@H:6]1[CH2:11][CH2:10][CH2:9][NH:8][CH2:7]1)=[O:5])[CH3:2], predict the reactants needed to synthesize it. The reactants are: [CH2:1]([N:3]([CH3:19])[C:4]([C@@H:6]1[CH2:11][CH2:10][CH2:9][N:8](C(OC(C)(C)C)=O)[CH2:7]1)=[O:5])[CH3:2].Cl.